Dataset: Forward reaction prediction with 1.9M reactions from USPTO patents (1976-2016). Task: Predict the product of the given reaction. (1) The product is: [CH3:34][N:35]([CH2:36][C:37]1[CH:38]=[N:39][CH:40]=[CH:41][CH:42]=1)[C:7]1[C:8]2[CH2:28][N:27]([C:29](=[O:31])[CH3:30])[CH2:26][CH2:25][C:9]=2[N:10]=[C:11]([NH:13][C:14]2[CH:15]=[CH:16][C:17]([C:20]3[O:24][CH:23]=[N:22][CH:21]=3)=[CH:18][CH:19]=2)[N:12]=1. Given the reactants FC(F)(F)S(O[C:7]1[C:8]2[CH2:28][N:27]([C:29](=[O:31])[CH3:30])[CH2:26][CH2:25][C:9]=2[N:10]=[C:11]([NH:13][C:14]2[CH:19]=[CH:18][C:17]([C:20]3[O:24][CH:23]=[N:22][CH:21]=3)=[CH:16][CH:15]=2)[N:12]=1)(=O)=O.[CH3:34][NH:35][CH2:36][C:37]1[CH:38]=[N:39][CH:40]=[CH:41][CH:42]=1, predict the reaction product. (2) The product is: [NH2:1][C:2]1[CH:3]=[CH:4][C:5]([CH2:8][N:9]([CH2:18][CH2:19][N:20]2[CH2:21][CH2:22][N:23]([CH2:37][C:38]([OH:40])=[O:39])[CH2:24][CH2:25][N:26]([CH2:29][C:30]([OH:36])=[O:31])[CH2:27][CH2:28]2)[CH2:10][C:11]([OH:13])=[O:12])=[CH:6][CH:7]=1. Given the reactants [NH2:1][C:2]1[CH:7]=[CH:6][C:5]([CH2:8][N:9]([CH2:18][CH2:19][N:20]2[CH2:28][CH2:27][N:26]([CH2:29][C:30](=[O:36])[O:31]C(C)(C)C)[CH2:25][CH2:24][N:23]([CH2:37][C:38]([O:40]C(C)(C)C)=[O:39])[CH2:22][CH2:21]2)[CH2:10][C:11]([O:13]C(C)(C)C)=[O:12])=[CH:4][CH:3]=1.Cl.O1CCOCC1, predict the reaction product. (3) Given the reactants [OH:1][CH:2]([CH:4]1[C:32]2[C:27](=[CH:28][CH:29]=[CH:30][CH:31]=2)[O:26][C:6]2([CH2:11][CH2:10][N:9]([C:12]([C:14]3[CH:19]=[CH:18][C:17]([O:20][CH:21]([CH3:23])[CH3:22])=[C:16]([O:24][CH3:25])[CH:15]=3)=[O:13])[CH2:8][CH2:7]2)[CH2:5]1)[CH3:3].[H-].[Na+].I[CH3:36], predict the reaction product. The product is: [CH:21]([O:20][C:17]1[CH:18]=[CH:19][C:14]([C:12]([N:9]2[CH2:10][CH2:11][C:6]3([CH2:5][CH:4]([CH:2]([O:1][CH3:36])[CH3:3])[C:32]4[C:27](=[CH:28][CH:29]=[CH:30][CH:31]=4)[O:26]3)[CH2:7][CH2:8]2)=[O:13])=[CH:15][C:16]=1[O:24][CH3:25])([CH3:22])[CH3:23]. (4) Given the reactants F[C:2]1[N:14]=[C:13]([C:15]2[CH:16]=[C:17]3[C:21](=[CH:22][CH:23]=2)[N:20]([CH3:24])[CH:19]=[CH:18]3)[C:12]([CH:25]=[CH2:26])=[C:11](F)[C:3]=1[C:4]([O:6][C:7]([CH3:10])([CH3:9])[CH3:8])=[O:5].[CH3:28][C:29]([CH3:32])([O-:31])[CH3:30].[K+], predict the reaction product. The product is: [C:29]([O:31][C:2]1[N:14]=[C:13]([C:15]2[CH:16]=[C:17]3[C:21](=[CH:22][CH:23]=2)[N:20]([CH3:24])[CH:19]=[CH:18]3)[C:12]([CH:25]=[CH2:26])=[C:11]([O:6][C:7]([CH3:10])([CH3:9])[CH3:8])[C:3]=1[C:4]([O:6][C:7]([CH3:10])([CH3:9])[CH3:8])=[O:5])([CH3:32])([CH3:30])[CH3:28]. (5) Given the reactants CC1(C)CCCC(C)(C)N1.C([Li])CCC.[N:16]1[CH:21]=[CH:20][CH:19]=[CH:18][C:17]=1[C:22]([OH:24])=[O:23].[I:25]I, predict the reaction product. The product is: [I:25][C:18]1[C:17]([C:22]([OH:24])=[O:23])=[N:16][CH:21]=[CH:20][CH:19]=1. (6) Given the reactants [I:1][C:2]1[CH:7]=[CH:6][N:5]=[C:4]([NH:8]/[N:9]=[CH:10]/[C:11]2[CH:20]=[CH:19][C:18]3[C:13](=[C:14]([N:21]4[CH2:26][CH2:25][CH:24]([CH2:27][NH:28][C:29](=[O:35])[O:30][C:31]([CH3:34])([CH3:33])[CH3:32])[CH2:23][CH2:22]4)[CH:15]=[CH:16][CH:17]=3)[N:12]=2)[CH:3]=1.C(O)(=O)C.C(O)(=O)C.IC1C=CC=CC=1, predict the reaction product. The product is: [I:1][C:2]1[CH:7]=[CH:6][N:5]2[C:10]([C:11]3[CH:20]=[CH:19][C:18]4[C:13](=[C:14]([N:21]5[CH2:22][CH2:23][CH:24]([CH2:27][NH:28][C:29](=[O:35])[O:30][C:31]([CH3:32])([CH3:34])[CH3:33])[CH2:25][CH2:26]5)[CH:15]=[CH:16][CH:17]=4)[N:12]=3)=[N:9][N:8]=[C:4]2[CH:3]=1.